Task: Predict the reactants needed to synthesize the given product.. Dataset: Full USPTO retrosynthesis dataset with 1.9M reactions from patents (1976-2016) (1) Given the product [CH2:1]([O:3][C:4]([C:6]1[CH:7]=[C:8]2[C:13](=[CH:14][CH:15]=1)[N:12]=[C:11]([CH2:16][CH3:17])[CH:10]=[C:9]2[O:18][CH2:19][C:20]1[CH:25]=[CH:24][C:23]([C:26]2[CH:30]=[C:29]([CH3:31])[S:28][C:27]=2[S:32](=[O:47])(=[O:48])[NH:33][C:40]2[C:44]([CH3:45])=[C:43]([CH3:46])[O:42][N:41]=2)=[C:22]([CH2:49][O:50][CH3:51])[CH:21]=1)=[O:5])[CH3:2], predict the reactants needed to synthesize it. The reactants are: [CH2:1]([O:3][C:4]([C:6]1[CH:7]=[C:8]2[C:13](=[CH:14][CH:15]=1)[N:12]=[C:11]([CH2:16][CH3:17])[CH:10]=[C:9]2[O:18][CH2:19][C:20]1[CH:25]=[CH:24][C:23]([C:26]2[CH:30]=[C:29]([CH3:31])[S:28][C:27]=2[S:32](=[O:48])(=[O:47])[N:33]([C:40]2[C:44]([CH3:45])=[C:43]([CH3:46])[O:42][N:41]=2)COCCOC)=[C:22]([CH2:49][O:50][CH3:51])[CH:21]=1)=[O:5])[CH3:2].Cl. (2) Given the product [CH2:1]([O:3][C:4](=[O:28])[CH2:5][C:6]1[CH:11]=[C:10]([C:34]2[CH:35]=[CH:36][C:31]([C:30]([F:41])([F:40])[F:29])=[CH:32][CH:33]=2)[CH:9]=[C:8]([O:20][CH2:21][C:22]2[CH:23]=[CH:24][CH:25]=[CH:26][CH:27]=2)[CH:7]=1)[CH3:2], predict the reactants needed to synthesize it. The reactants are: [CH2:1]([O:3][C:4](=[O:28])[CH2:5][C:6]1[CH:11]=[C:10](OS(C(F)(F)F)(=O)=O)[CH:9]=[C:8]([O:20][CH2:21][C:22]2[CH:27]=[CH:26][CH:25]=[CH:24][CH:23]=2)[CH:7]=1)[CH3:2].[F:29][C:30]([F:41])([F:40])[C:31]1[CH:36]=[CH:35][C:34](B(O)O)=[CH:33][CH:32]=1.COCCOC.C([O-])([O-])=O.[Na+].[Na+].